Dataset: Forward reaction prediction with 1.9M reactions from USPTO patents (1976-2016). Task: Predict the product of the given reaction. (1) Given the reactants [Br:1][C:2]1[CH:7]=[CH:6][C:5]([CH2:8][CH2:9][OH:10])=[CH:4][CH:3]=1.C(N(CC)CC)C.[Si:18](Cl)([C:21]([CH3:24])([CH3:23])[CH3:22])([CH3:20])[CH3:19], predict the reaction product. The product is: [Br:1][C:2]1[CH:7]=[CH:6][C:5]([CH2:8][CH2:9][O:10][Si:18]([C:21]([CH3:24])([CH3:23])[CH3:22])([CH3:20])[CH3:19])=[CH:4][CH:3]=1. (2) Given the reactants [F:1][C:2]1[C:11](/[CH:12]=[CH:13]/[C:14]2[CH:15]=[N:16][C:17]([NH:20][C:21]3[CH:26]=[CH:25][N:24]=[C:23]([CH3:27])[CH:22]=3)=[N:18][CH:19]=2)=[CH:10][C:5]([C:6]([O:8][CH3:9])=[O:7])=[CH:4][C:3]=1[O:28][CH3:29], predict the reaction product. The product is: [F:1][C:2]1[C:11]([CH2:12][CH2:13][C:14]2[CH:19]=[N:18][C:17]([NH:20][C:21]3[CH:26]=[CH:25][N:24]=[C:23]([CH3:27])[CH:22]=3)=[N:16][CH:15]=2)=[CH:10][C:5]([C:6]([O:8][CH3:9])=[O:7])=[CH:4][C:3]=1[O:28][CH3:29]. (3) Given the reactants Cl.[Cl:2][C:3]1[CH:23]=[CH:22][C:6]([O:7][C:8]2[CH:21]=[CH:20][C:11]([O:12][CH2:13][C@@H:14]3[CH2:19][CH2:18][CH2:17][CH2:16][NH:15]3)=[CH:10][CH:9]=2)=[CH:5][CH:4]=1.Br[CH2:25][CH2:26][C:27]([O:29][CH3:30])=[O:28].C(N(CC)CC)C, predict the reaction product. The product is: [CH3:30][O:29][C:27](=[O:28])[CH2:26][CH2:25][N:15]1[CH2:16][CH2:17][CH2:18][CH2:19][C@H:14]1[CH2:13][O:12][C:11]1[CH:20]=[CH:21][C:8]([O:7][C:6]2[CH:22]=[CH:23][C:3]([Cl:2])=[CH:4][CH:5]=2)=[CH:9][CH:10]=1.